From a dataset of Full USPTO retrosynthesis dataset with 1.9M reactions from patents (1976-2016). Predict the reactants needed to synthesize the given product. (1) Given the product [OH:14][CH2:15][CH:16]1[N:17]([CH3:22])[CH2:18][CH2:19][N:20]([C:2]2[NH:3][C:4](=[O:13])[C:5]3[C:10]([CH:11]=2)=[C:9]([CH3:12])[CH:8]=[CH:7][CH:6]=3)[CH2:21]1, predict the reactants needed to synthesize it. The reactants are: Cl[C:2]1[NH:3][C:4](=[O:13])[C:5]2[C:10]([CH:11]=1)=[C:9]([CH3:12])[CH:8]=[CH:7][CH:6]=2.[OH:14][CH2:15][CH:16]1[CH2:21][NH:20][CH2:19][CH2:18][N:17]1[CH3:22]. (2) Given the product [CH2:22]([O:29][C:30]1[CH:45]=[CH:44][C:43]([C:46]2[O:47][CH:12]=[N:11][CH:10]=2)=[CH:42][C:31]=1[C:32]([O:34][CH3:35])=[O:33])[C:23]1[CH:24]=[CH:25][CH:26]=[CH:27][CH:28]=1, predict the reactants needed to synthesize it. The reactants are: C1(C)C=CC(S([CH2:10][N+:11]#[C-:12])(=O)=O)=CC=1.C(=O)([O-])[O-].[K+].[K+].CO.[CH2:22]([O:29][C:30]1[CH:45]=[CH:44][C:43]([CH:46]=[O:47])=[CH:42][C:31]=1[C:32]([O:34][CH2:35]C1C=CC=CC=1)=[O:33])[C:23]1[CH:28]=[CH:27][CH:26]=[CH:25][CH:24]=1. (3) Given the product [N:9]1([C:14]([O:8][CH2:7][CH:2]2[CH2:3][CH2:4][CH2:5][CH2:6][O:1]2)=[O:15])[CH:13]=[CH:12][N:11]=[CH:10]1, predict the reactants needed to synthesize it. The reactants are: [O:1]1[CH2:6][CH2:5][CH2:4][CH2:3][CH:2]1[CH2:7][OH:8].[N:9]1([C:14](N2C=CN=C2)=[O:15])[CH:13]=[CH:12][N:11]=[CH:10]1. (4) Given the product [C:4]([N:13]1[CH2:12][CH2:11][CH2:10][C@H:29]1[C:28]([OH:31])=[O:30])(=[O:3])[CH2:5][CH2:6][CH3:7], predict the reactants needed to synthesize it. The reactants are: CC[O:3][CH:4]1[N:13](C(OCC)=O)[C:12]2[C:7](=CC=[CH:10][CH:11]=2)[CH:6]=[CH:5]1.CC1C=C(C=C(C)C=1)N.[C:28]([O:31]CC)(=[O:30])[CH3:29]. (5) Given the product [CH2:1]([O:8][C:9]1[CH:10]=[CH:11][C:12]([C:15]2[CH:19]=[C:18]([CH2:20][N:30]3[CH2:31][CH2:32][CH:27]([OH:26])[CH2:28][CH2:29]3)[O:17][N:16]=2)=[CH:13][CH:14]=1)[C:2]1[CH:3]=[CH:4][CH:5]=[CH:6][CH:7]=1, predict the reactants needed to synthesize it. The reactants are: [CH2:1]([O:8][C:9]1[CH:14]=[CH:13][C:12]([C:15]2[CH:19]=[C:18]([CH2:20]OS(C)(=O)=O)[O:17][N:16]=2)=[CH:11][CH:10]=1)[C:2]1[CH:7]=[CH:6][CH:5]=[CH:4][CH:3]=1.[OH:26][CH:27]1[CH2:32][CH2:31][NH:30][CH2:29][CH2:28]1.C(=O)([O-])[O-].[K+].[K+]. (6) Given the product [ClH:28].[ClH:28].[CH2:1]([C:3]1[N:4]=[C:5]2[N:14]3[C:9]([CH2:10][N:11]([CH2:15][CH2:16][CH2:17][CH2:18][CH2:19][NH:20][S:21]([C:24]([F:26])([F:25])[F:27])(=[O:22])=[O:23])[CH2:12][C:13]=13)=[CH:8][CH:7]=[CH:6]2)[CH3:2], predict the reactants needed to synthesize it. The reactants are: [CH2:1]([C:3]1[N:4]=[C:5]2[N:14]3[C:9]([CH2:10][N:11]([CH2:15][CH2:16][CH2:17][CH2:18][CH2:19][NH:20][S:21]([C:24]([F:27])([F:26])[F:25])(=[O:23])=[O:22])[CH2:12][C:13]=13)=[CH:8][CH:7]=[CH:6]2)[CH3:2].[ClH:28]. (7) Given the product [F:13][C:9]1[C:8]([F:14])=[C:7]2[C:12]([C:3]([CH2:2][N:23]3[C:24]4[CH:30]=[CH:29][CH:28]=[CH:27][C:25]=4[N:26]=[C:22]3[C:19]3[CH:18]=[CH:17][N:16]=[CH:21][CH:20]=3)=[CH:4][C:5](=[O:15])[NH:6]2)=[CH:11][CH:10]=1, predict the reactants needed to synthesize it. The reactants are: Br[CH2:2][C:3]1[C:12]2[C:7](=[C:8]([F:14])[C:9]([F:13])=[CH:10][CH:11]=2)[NH:6][C:5](=[O:15])[CH:4]=1.[N:16]1[CH:21]=[CH:20][C:19]([C:22]2[NH:26][C:25]3[CH:27]=[CH:28][CH:29]=[CH:30][C:24]=3[N:23]=2)=[CH:18][CH:17]=1. (8) Given the product [Cl:1][C:2]1[C:3]([C:10]2[CH:15]=[CH:14][C:13]([C:16]([F:19])([F:18])[F:17])=[C:12]([F:20])[CH:11]=2)=[N:4][O:5][C:6]=1[C:7]([NH:27][CH:24]1[CH2:25][CH2:26][O:21][CH2:22][CH2:23]1)=[O:8], predict the reactants needed to synthesize it. The reactants are: [Cl:1][C:2]1[C:3]([C:10]2[CH:15]=[CH:14][C:13]([C:16]([F:19])([F:18])[F:17])=[C:12]([F:20])[CH:11]=2)=[N:4][O:5][C:6]=1[C:7](Cl)=[O:8].[O:21]1[CH2:26][CH2:25][CH:24]([NH2:27])[CH2:23][CH2:22]1.C(N(C(C)C)CC)(C)C. (9) Given the product [OH:17][CH:16]=[C:5]1[C:4](=[CH:3][O:2][CH3:1])[O:8][N:7]=[C:6]1[C:9]1[CH:10]=[CH:11][C:12]([F:15])=[CH:13][CH:14]=1, predict the reactants needed to synthesize it. The reactants are: [CH3:1][O:2][CH:3]=[C:4]1[O:8][NH:7][C:6]([C:9]2[CH:14]=[CH:13][C:12]([F:15])=[CH:11][CH:10]=2)=[C:5]1[C:16](OC)=[O:17].[H-].[Al+3].[H-].[H-]. (10) Given the product [C:10]([N:9]1[C:13]2[CH:18]=[CH:17][CH:16]=[CH:15][C:14]=2[CH:19]=[CH:20][C:2]2[CH:7]=[CH:6][CH:5]=[N:4][C:3]=2[CH2:8]1)(=[O:12])[CH3:11], predict the reactants needed to synthesize it. The reactants are: I[C:2]1[C:3]([CH2:8][N:9]([C:13]2[CH:18]=[CH:17][CH:16]=[CH:15][C:14]=2[CH:19]=[CH2:20])[C:10](=[O:12])[CH3:11])=[N:4][CH:5]=[CH:6][CH:7]=1.C(N1C2C=CC=CC=2C=CC2N=C(Cl)C(F)=CC=2C1)(=O)C.